Dataset: Reaction yield outcomes from USPTO patents with 853,638 reactions. Task: Predict the reaction yield, written as a fraction of the theoretical maximum amount of product (1.0 means a 100% yield; for example, 0.34 means a 34% yield). (1) The product is [CH3:1][C:2]1[CH:3]=[C:4]([CH:9]([C:11]2[CH:16]=[C:15]([CH3:17])[CH:14]=[C:13]([CH3:18])[CH:12]=2)[NH:22][CH:19]([CH3:21])[CH3:20])[CH:5]=[C:6]([CH3:8])[CH:7]=1. The reactants are [CH3:1][C:2]1[CH:3]=[C:4]([C:9]([C:11]2[CH:16]=[C:15]([CH3:17])[CH:14]=[C:13]([CH3:18])[CH:12]=2)=O)[CH:5]=[C:6]([CH3:8])[CH:7]=1.[CH:19]([NH2:22])([CH3:21])[CH3:20].CO.[OH-].[Na+]. The catalyst is C(Cl)Cl.C1COCC1.Cl[Ti](Cl)(Cl)Cl. The yield is 0.590. (2) The catalyst is OS(O)(=O)=O. The product is [CH:1]1([N:6]2[C:15]3[C:10](=[C:11]([N+:26]([O-:28])=[O:27])[C:12]([F:19])=[C:13]([F:18])[C:14]=3[O:16][CH3:17])[C:9](=[O:20])[C:8]([C:21]([O:23][CH2:24][CH3:25])=[O:22])=[CH:7]2)[CH2:2][CH2:3][CH2:4][CH2:5]1. The reactants are [CH:1]1([N:6]2[C:15]3[C:10](=[CH:11][C:12]([F:19])=[C:13]([F:18])[C:14]=3[O:16][CH3:17])[C:9](=[O:20])[C:8]([C:21]([O:23][CH2:24][CH3:25])=[O:22])=[CH:7]2)[CH2:5][CH2:4][CH2:3][CH2:2]1.[N+:26]([O-])([O-:28])=[O:27].[K+]. The yield is 0.870. (3) The reactants are [NH2:1][CH2:2][CH:3]([C:5]1[CH:10]=[CH:9][C:8]([Br:11])=[CH:7][CH:6]=1)[OH:4].[OH-].[Na+].[Cl:14][CH2:15][C:16](Cl)=[O:17]. The catalyst is C(Cl)Cl.O. The product is [Br:11][C:8]1[CH:9]=[CH:10][C:5]([CH:3]([OH:4])[CH2:2][NH:1][C:16](=[O:17])[CH2:15][Cl:14])=[CH:6][CH:7]=1. The yield is 0.760. (4) The reactants are [I:1]N1C(=O)CCC1=O.[Br:9][C:10]1[CH:16]=[CH:15][C:13]([NH2:14])=[CH:12][C:11]=1[F:17]. The catalyst is CC(O)=O.C1(C)C=CC=CC=1. The product is [Br:9][C:10]1[C:11]([F:17])=[CH:12][C:13]([NH2:14])=[C:15]([I:1])[CH:16]=1. The yield is 0.870. (5) The reactants are CN(C(ON1N=N[C:11]2[CH:12]=[CH:13][CH:14]=[N:15][C:10]1=2)=[N+](C)C)C.[F:18][P-](F)(F)(F)(F)F.[CH3:25][O:26][C:27]1[CH:28]=CC(NS(C)(=O)=O)=C(C=1)C(O)=O.C(N(CC)CC)C.[OH2:48]. The catalyst is CN(C=O)C. The product is [NH2:15][C:10]1[C:11]([F:18])=[CH:12][CH:13]=[CH:14][C:28]=1[C:27]([O:26][CH3:25])=[O:48]. The yield is 0.300. (6) The reactants are [C:1]1([C:7]2[CH:15]=[C:14]3[C:10]([CH2:11][C:12](=[O:16])[NH:13]3)=[CH:9][CH:8]=2)[CH:6]=[CH:5][CH:4]=[CH:3][CH:2]=1.[CH2:17]([N:19]([CH2:33][CH3:34])[CH2:20][CH2:21][N:22]([CH3:32])[C:23]([C:25]1[NH:26][C:27]([CH:30]=O)=[CH:28][CH:29]=1)=[O:24])[CH3:18]. No catalyst specified. The product is [CH2:33]([N:19]([CH2:17][CH3:18])[CH2:20][CH2:21][N:22]([CH3:32])[C:23]([C:25]1[NH:26][C:27]([CH:30]=[C:11]2[C:10]3[C:14](=[CH:15][C:7]([C:1]4[CH:2]=[CH:3][CH:4]=[CH:5][CH:6]=4)=[CH:8][CH:9]=3)[NH:13][C:12]2=[O:16])=[CH:28][CH:29]=1)=[O:24])[CH3:34]. The yield is 0.630.